From a dataset of Reaction yield outcomes from USPTO patents with 853,638 reactions. Predict the reaction yield, written as a fraction of the theoretical maximum amount of product (1.0 means a 100% yield; for example, 0.34 means a 34% yield). (1) The reactants are [N+:1]([C:4]1[CH:12]=[CH:11][CH:10]=[CH:9][C:5]=1[C:6](Cl)=[O:7])([O-:3])=[O:2].C[Si](C)(C)[O:15][C:16]([CH3:21])=[CH:17][C:18](=[O:20])[CH3:19]. No catalyst specified. The product is [N+:1]([C:4]1[CH:12]=[CH:11][CH:10]=[CH:9][C:5]=1[C:6]([CH:17]([C:18](=[O:20])[CH3:19])[C:16](=[O:15])[CH3:21])=[O:7])([O-:3])=[O:2]. The yield is 0.200. (2) The product is [F:1][C:2]1[CH:10]=[CH:9][CH:8]=[C:7]([O:11][CH2:12][CH:13]([CH3:15])[CH3:14])[C:3]=1[C:4]([Cl:16])=[N:5][OH:6]. The reactants are [F:1][C:2]1[CH:10]=[CH:9][CH:8]=[C:7]([O:11][CH2:12][CH:13]([CH3:15])[CH3:14])[C:3]=1[CH:4]=[N:5][OH:6].[Cl:16]N1C(=O)CCC1=O. The yield is 0.900. The catalyst is CN(C)C=O.C(OC(=O)C)C.CCCCCC.